Task: Predict the product of the given reaction.. Dataset: Forward reaction prediction with 1.9M reactions from USPTO patents (1976-2016) (1) Given the reactants Cl[C:2]1[CH:7]=[CH:6][C:5]([N+:8]([O-:10])=[O:9])=[C:4]([NH:11][CH3:12])[CH:3]=1.[Li+].[Cl-].CCN(C(C)C)C(C)C.[C:24]([O:28][CH2:29][CH2:30][CH2:31][CH3:32])(=[O:27])[CH:25]=[CH2:26].CN1C=CN=C1, predict the reaction product. The product is: [CH3:12][NH:11][C:4]1[CH:3]=[C:2]([CH:7]=[CH:6][C:5]=1[N+:8]([O-:10])=[O:9])[CH:26]=[CH:25][C:24]([O:28][CH2:29][CH2:30][CH2:31][CH3:32])=[O:27]. (2) Given the reactants Cl[C:2]1[CH:18]=[CH:17][C:5]([C:6]([NH:8][C:9]2[CH:14]=[CH:13][C:12]([CH3:15])=[C:11]([I:16])[CH:10]=2)=[O:7])=[CH:4][N:3]=1.[NH:19]1[CH2:24][CH2:23][O:22][CH2:21][CH2:20]1.C(N(C(C)C)CC)(C)C, predict the reaction product. The product is: [I:16][C:11]1[CH:10]=[C:9]([NH:8][C:6](=[O:7])[C:5]2[CH:17]=[CH:18][C:2]([N:19]3[CH2:24][CH2:23][O:22][CH2:21][CH2:20]3)=[N:3][CH:4]=2)[CH:14]=[CH:13][C:12]=1[CH3:15]. (3) Given the reactants [Cl:1][C:2]1[CH:14]=[CH:13][C:5]2[S:6][C:7]([C:10]([OH:12])=O)=[C:8]([CH3:9])[C:4]=2[CH:3]=1.C([O:17][C:18](=[O:40])[C:19]([O:22][C:23]1[CH:28]=[CH:27][C:26]([O:29][C:30]2[CH:35]=[CH:34][CH:33]=[C:32]([CH2:36][NH2:37])[CH:31]=2)=[CH:25][C:24]=1[CH2:38]C)([CH3:21])[CH3:20])C, predict the reaction product. The product is: [Cl:1][C:2]1[CH:14]=[CH:13][C:5]2[S:6][C:7]([C:10]([NH:37][CH2:36][C:32]3[CH:31]=[C:30]([CH:35]=[CH:34][CH:33]=3)[O:29][C:26]3[CH:27]=[CH:28][C:23]([O:22][C:19]([CH3:21])([CH3:20])[C:18]([OH:40])=[O:17])=[C:24]([CH3:38])[CH:25]=3)=[O:12])=[C:8]([CH3:9])[C:4]=2[CH:3]=1. (4) Given the reactants Cl.[NH:2]([C:4]1[CH:9]=[C:8]([C:10]#[N:11])[CH:7]=[CH:6][N:5]=1)[NH2:3].CN(C)/[CH:14]=[CH:15]/[C:16]([C:18]1[CH:23]=[CH:22][CH:21]=[C:20]([F:24])[CH:19]=1)=O, predict the reaction product. The product is: [F:24][C:20]1[CH:19]=[C:18]([C:16]2[N:2]([C:4]3[CH:9]=[C:8]([C:10]#[N:11])[CH:7]=[CH:6][N:5]=3)[N:3]=[CH:14][CH:15]=2)[CH:23]=[CH:22][CH:21]=1.